From a dataset of Full USPTO retrosynthesis dataset with 1.9M reactions from patents (1976-2016). Predict the reactants needed to synthesize the given product. (1) Given the product [N+:20]([C:16]1[CH:15]=[C:14]([C:11]2[O:12][C:13]3[C:5]([C:3]([OH:4])=[O:2])=[CH:6][CH:7]=[CH:8][C:9]=3[N:10]=2)[CH:19]=[CH:18][CH:17]=1)([O-:22])=[O:21], predict the reactants needed to synthesize it. The reactants are: C[O:2][C:3]([C:5]1[C:13]2[O:12][C:11]([C:14]3[CH:19]=[CH:18][CH:17]=[C:16]([N+:20]([O-:22])=[O:21])[CH:15]=3)=[N:10][C:9]=2[CH:8]=[CH:7][CH:6]=1)=[O:4].[OH-].[Li+]. (2) Given the product [OH:1][C@H:2]([C:28]1[CH:33]=[CH:32][C:31]([OH:34])=[C:30]([NH:35][S:36]([CH3:39])(=[O:37])=[O:38])[CH:29]=1)[CH2:3][NH:4][CH:5]1[CH2:10][CH2:9][N:8]([C:11]2[CH:12]=[CH:13][C:14]([C:17]3[N:21]([CH2:22][C:23]([OH:25])=[O:24])[N:20]=[N:19][N:18]=3)=[CH:15][CH:16]=2)[CH2:7][CH2:6]1, predict the reactants needed to synthesize it. The reactants are: [OH:1][C@H:2]([C:28]1[CH:33]=[CH:32][C:31]([OH:34])=[C:30]([NH:35][S:36]([CH3:39])(=[O:38])=[O:37])[CH:29]=1)[CH2:3][NH:4][CH:5]1[CH2:10][CH2:9][N:8]([C:11]2[CH:16]=[CH:15][C:14]([C:17]3[N:21]([CH2:22][C:23]([O:25]CC)=[O:24])[N:20]=[N:19][N:18]=3)=[CH:13][CH:12]=2)[CH2:7][CH2:6]1.[OH-].[Na+]. (3) Given the product [O:1]1[CH2:6][CH2:5][CH:4]=[C:3](/[CH:7]=[CH:14]/[C:9]([O:11][CH2:12][CH3:13])=[O:10])[CH2:2]1, predict the reactants needed to synthesize it. The reactants are: [O:1]1[CH2:6][CH2:5][CH:4]=[C:3]([CH:7]=O)[CH2:2]1.[C:9]([CH:14]=P(C1C=CC=CC=1)(C1C=CC=CC=1)C1C=CC=CC=1)([O:11][CH2:12][CH3:13])=[O:10].